From a dataset of Peptide-MHC class I binding affinity with 185,985 pairs from IEDB/IMGT. Regression. Given a peptide amino acid sequence and an MHC pseudo amino acid sequence, predict their binding affinity value. This is MHC class I binding data. (1) The peptide sequence is VMNPLGLNV. The MHC is HLA-A02:16 with pseudo-sequence HLA-A02:16. The binding affinity (normalized) is 0.756. (2) The peptide sequence is LIGFALFGV. The MHC is HLA-B39:01 with pseudo-sequence HLA-B39:01. The binding affinity (normalized) is 0.213. (3) The peptide sequence is LLLISGALFL. The MHC is HLA-A68:02 with pseudo-sequence HLA-A68:02. The binding affinity (normalized) is 0.142. (4) The binding affinity (normalized) is 0. The MHC is HLA-A01:01 with pseudo-sequence HLA-A01:01. The peptide sequence is IEELRQHLL. (5) The peptide sequence is EEAALCTFLL. The MHC is HLA-B44:03 with pseudo-sequence HLA-B44:03. The binding affinity (normalized) is 0.762. (6) The peptide sequence is AQRPAKYSY. The MHC is HLA-B44:02 with pseudo-sequence HLA-B44:02. The binding affinity (normalized) is 0.0847. (7) The peptide sequence is SVAPGTDFR. The MHC is HLA-A31:01 with pseudo-sequence HLA-A31:01. The binding affinity (normalized) is 0.820. (8) The peptide sequence is YTAVVPLVW. The MHC is HLA-B57:01 with pseudo-sequence HLA-B57:01. The binding affinity (normalized) is 0.583. (9) The peptide sequence is LIPLWMAGL. The MHC is HLA-A26:02 with pseudo-sequence HLA-A26:02. The binding affinity (normalized) is 0.659.